From a dataset of Forward reaction prediction with 1.9M reactions from USPTO patents (1976-2016). Predict the product of the given reaction. Given the reactants [CH:1]1([NH:4][C:5](=[O:38])[C:6]2[CH:11]=[CH:10][C:9]([CH3:12])=[C:8]([N:13]3[CH:18]=[CH:17][N:16]=[C:15]([NH:19][C:20]([CH3:36])([C:22]4[CH:27]=[CH:26][CH:25]=[CH:24][C:23]=4[O:28][CH2:29][C@H:30]4[CH2:34][O:33]C(=O)[NH:31]4)[CH3:21])[C:14]3=[O:37])[CH:7]=2)[CH2:3][CH2:2]1.[OH-].[K+], predict the reaction product. The product is: [NH2:31][C@H:30]([CH2:34][OH:33])[CH2:29][O:28][C:23]1[CH:24]=[CH:25][CH:26]=[CH:27][C:22]=1[C:20]([NH:19][C:15]1[C:14](=[O:37])[N:13]([C:8]2[CH:7]=[C:6]([CH:11]=[CH:10][C:9]=2[CH3:12])[C:5]([NH:4][CH:1]2[CH2:2][CH2:3]2)=[O:38])[CH:18]=[CH:17][N:16]=1)([CH3:21])[CH3:36].